This data is from Full USPTO retrosynthesis dataset with 1.9M reactions from patents (1976-2016). The task is: Predict the reactants needed to synthesize the given product. (1) Given the product [Cl:2][C:3]1[CH:8]=[CH:7][C:6]([SH:20])=[CH:5][C:4]=1[C:10]([F:13])([F:12])[F:11], predict the reactants needed to synthesize it. The reactants are: Cl.[Cl:2][C:3]1[CH:8]=[CH:7][C:6](N)=[CH:5][C:4]=1[C:10]([F:13])([F:12])[F:11].N([O-])=O.[Na+].O(CC)C([S-])=[S:20].[K+]. (2) Given the product [CH3:31][N:27]1[CH2:28][CH2:29][CH2:30][N:25]2[C:24](=[O:33])[N:23]=[C:22]([O:13][CH2:12][C:6]3[CH:5]=[C:4]([F:3])[C:9]([F:10])=[C:8]([F:11])[CH:7]=3)[CH:32]=[C:26]12.[C:16]([OH:18])([C:15]([F:20])([F:19])[F:14])=[O:17], predict the reactants needed to synthesize it. The reactants are: [H-].[Na+].[F:3][C:4]1[CH:5]=[C:6]([CH2:12][OH:13])[CH:7]=[C:8]([F:11])[C:9]=1[F:10].[F:14][C:15]([F:20])([F:19])[C:16]([OH:18])=[O:17].Cl[C:22]1[CH:32]=[C:26]2[N:27]([CH3:31])[CH2:28][CH2:29][CH2:30][N:25]2[C:24](=[O:33])[N:23]=1.